Dataset: Forward reaction prediction with 1.9M reactions from USPTO patents (1976-2016). Task: Predict the product of the given reaction. Given the reactants Cl[C:2]1[C:11]2[C:6](=[CH:7][CH:8]=[C:9]([C:12]3[CH:17]=[CH:16][C:15]([F:18])=[CH:14][CH:13]=3)[CH:10]=2)[N:5]=[CH:4][N:3]=1.[CH:19]1([NH2:25])[CH2:24][CH2:23][CH2:22][CH2:21][CH2:20]1, predict the reaction product. The product is: [CH:19]1([NH:25][C:2]2[C:11]3[C:6](=[CH:7][CH:8]=[C:9]([C:12]4[CH:17]=[CH:16][C:15]([F:18])=[CH:14][CH:13]=4)[CH:10]=3)[N:5]=[CH:4][N:3]=2)[CH2:24][CH2:23][CH2:22][CH2:21][CH2:20]1.